From a dataset of Forward reaction prediction with 1.9M reactions from USPTO patents (1976-2016). Predict the product of the given reaction. (1) Given the reactants ClC1C(C2C=CC=CC=2)=NN=C2N(CC(O)=O)N=C(C3C=CC=CC=3)C=12.[Cl:27][C:28]1[C:33]([C:34]2[CH:39]=[CH:38][CH:37]=[CH:36][CH:35]=2)=[N:32][N:31]=[C:30]2[N:40]([CH2:49][C:50]([N:52]3C[CH2:56][N:55]([CH3:58])[CH2:54][CH2:53]3)=[O:51])[N:41]=[C:42]([C:43]3[CH:48]=[CH:47][CH:46]=[CH:45][CH:44]=3)[C:29]=12.CNCCNC, predict the reaction product. The product is: [Cl:27][C:28]1[C:33]([C:34]2[CH:35]=[CH:36][CH:37]=[CH:38][CH:39]=2)=[N:32][N:31]=[C:30]2[N:40]([CH2:49][C:50]([NH:52][CH2:53][CH2:54][N:55]([CH3:58])[CH3:56])=[O:51])[N:41]=[C:42]([C:43]3[CH:48]=[CH:47][CH:46]=[CH:45][CH:44]=3)[C:29]=12. (2) Given the reactants [CH3:1][C:2]([NH:11][C:12](=[O:18])[O:13][C:14]([CH3:17])([CH3:16])[CH3:15])([CH3:10])[CH2:3][N:4]1[CH2:9][CH2:8][O:7][CH2:6][CH2:5]1.[CH3:19][I:20], predict the reaction product. The product is: [I-:20].[C:14]([O:13][C:12]([NH:11][C:2]([CH3:1])([CH3:10])[CH2:3][N+:4]1([CH3:19])[CH2:9][CH2:8][O:7][CH2:6][CH2:5]1)=[O:18])([CH3:17])([CH3:16])[CH3:15]. (3) Given the reactants [O:1]=[C:2]1[C:10]2[C:5](=[CH:6][CH:7]=[CH:8][CH:9]=2)[C:4](=[O:11])[N:3]1[CH2:12][C@@H:13]([NH:33][C:34](=[O:40])OC(C)(C)C)[CH2:14][C:15]1[CH:20]=[CH:19][C:18]([C:21]2[N:22]=[C:23]3[C:28]([CH:29]([OH:31])[CH3:30])=[CH:27][CH:26]=[CH:25][N:24]3[CH:32]=2)=[CH:17][CH:16]=1.Cl.O1CCOCC1.C(N(CC)C(C)C)(C)C.[Cl:57][C:58]1[CH:59]=[C:60]([CH:75]=[CH:76][C:77]=1[O:78][CH:79]([CH3:81])[CH3:80])C(OC1C(F)=C(F)C(F)=C(F)C=1F)=O, predict the reaction product. The product is: [Cl:57][C:58]1[CH:59]=[C:60]([CH:75]=[CH:76][C:77]=1[O:78][CH:79]([CH3:81])[CH3:80])[C:34]([NH:33][C@@H:13]([CH2:14][C:15]1[CH:20]=[CH:19][C:18]([C:21]2[N:22]=[C:23]3[C:28]([CH:29]([OH:31])[CH3:30])=[CH:27][CH:26]=[CH:25][N:24]3[CH:32]=2)=[CH:17][CH:16]=1)[CH2:12][N:3]1[C:2](=[O:1])[C:10]2[C:5](=[CH:6][CH:7]=[CH:8][CH:9]=2)[C:4]1=[O:11])=[O:40]. (4) Given the reactants [CH3:1][S:2]([NH:5][C:6]1[CH:11]=[CH:10][C:9](B(O)O)=[CH:8][CH:7]=1)(=[O:4])=[O:3].Br[C:16]1[CH:21]=[CH:20][C:19]([O:22][CH2:23][CH:24]2[CH2:29][CH2:28][N:27]([C:30]([O:32][CH:33]([CH3:35])[CH3:34])=[O:31])[CH2:26][CH2:25]2)=[CH:18][CH:17]=1.C([O-])([O-])=O.[Na+].[Na+], predict the reaction product. The product is: [CH3:1][S:2]([NH:5][C:6]1[CH:11]=[CH:10][C:9]([C:16]2[CH:17]=[CH:18][C:19]([O:22][CH2:23][CH:24]3[CH2:25][CH2:26][N:27]([C:30]([O:32][CH:33]([CH3:35])[CH3:34])=[O:31])[CH2:28][CH2:29]3)=[CH:20][CH:21]=2)=[CH:8][CH:7]=1)(=[O:4])=[O:3].